This data is from Experimentally validated miRNA-target interactions with 360,000+ pairs, plus equal number of negative samples. The task is: Binary Classification. Given a miRNA mature sequence and a target amino acid sequence, predict their likelihood of interaction. The miRNA is hsa-miR-758-3p with sequence UUUGUGACCUGGUCCACUAACC. The protein sequence of the target gene is MKMKLFQTICRQLRSSKFSVESAALVAFSTSSYSCGRKKKVNPYEEVDQEKYSNLVQSVLSSRGVAQTPGSVEEDALLCGPVSKHKLPNQGEDRRVPQNWFPIFNPERSDKPNASDPSVPLKIPLQRNVIPSVTRVLQQTMTKQQVFLLERWKQRMILELGEDGFKEYTSNVFLQGKRFHEALESILSPQETLKERDENLLKSGYIESVQHILKDVSGVRALESAVQHETLNYIGLLDCVAEYQGKLCVIDWKTSEKPKPFIQSTFDNPLQVVAYMGAMNHDTNYSFQVQCGLIVVAYKD.... Result: 0 (no interaction).